This data is from Catalyst prediction with 721,799 reactions and 888 catalyst types from USPTO. The task is: Predict which catalyst facilitates the given reaction. (1) Reactant: C(N(CC)CC)C.[C:8](Cl)(Cl)=[O:9].[Br:12][C:13]1[CH:14]=[C:15]2[C:19](=[CH:20][CH:21]=1)[NH:18][CH:17]=[CH:16]2.[C:22]([NH:25][NH2:26])(=[O:24])[CH3:23]. Product: [C:22]([NH:25][NH:26][C:8]([N:18]1[C:19]2[C:15](=[CH:14][C:13]([Br:12])=[CH:21][CH:20]=2)[CH:16]=[CH:17]1)=[O:9])(=[O:24])[CH3:23]. The catalyst class is: 20. (2) Reactant: Cl[C:2]1[C:3]2[S:10][CH:9]=[CH:8][C:4]=2[N:5]=[CH:6][N:7]=1.[Cl:11][C:12]1[CH:28]=[CH:27][C:15]([CH2:16][NH:17][C:18]([C:20]2([NH2:26])[CH2:25][CH2:24][NH:23][CH2:22][CH2:21]2)=[O:19])=[CH:14][CH:13]=1.C(N(CC)CC)C. Product: [Cl:11][C:12]1[CH:13]=[CH:14][C:15]([CH2:16][NH:17][C:18]([C:20]2([NH2:26])[CH2:21][CH2:22][N:23]([C:2]3[C:3]4[S:10][CH:9]=[CH:8][C:4]=4[N:5]=[CH:6][N:7]=3)[CH2:24][CH2:25]2)=[O:19])=[CH:27][CH:28]=1. The catalyst class is: 51. (3) Reactant: Br[C:2]1[CH:3]=[C:4]([NH:10][C:11]2[CH:19]=[C:14]3[CH2:15][O:16][CH2:17][CH2:18][N:13]3[N:12]=2)[C:5](=[O:9])[N:6]([CH3:8])[CH:7]=1.[B:20]1([B:20]2[O:24][C:23]([CH3:26])([CH3:25])[C:22]([CH3:28])([CH3:27])[O:21]2)[O:24][C:23]([CH3:26])([CH3:25])[C:22]([CH3:28])([CH3:27])[O:21]1.C([O-])(=O)C.[K+]. Product: [N:12]1[N:13]2[C:14]([CH2:15][O:16][CH2:17][CH2:18]2)=[CH:19][C:11]=1[NH:10][C:4]1[C:5](=[O:9])[N:6]([CH3:8])[CH:7]=[C:2]([B:20]2[O:24][C:23]([CH3:26])([CH3:25])[C:22]([CH3:28])([CH3:27])[O:21]2)[CH:3]=1. The catalyst class is: 294.